From a dataset of Full USPTO retrosynthesis dataset with 1.9M reactions from patents (1976-2016). Predict the reactants needed to synthesize the given product. (1) Given the product [N:16]1([CH2:22][CH2:23][O:24][C:4]2[CH:11]=[C:10]([C:12]([F:15])([F:14])[F:13])[CH:9]=[CH:8][C:5]=2[C:6]#[N:7])[CH2:21][CH2:20][O:19][CH2:18][CH2:17]1, predict the reactants needed to synthesize it. The reactants are: [N+]([C:4]1[CH:11]=[C:10]([C:12]([F:15])([F:14])[F:13])[CH:9]=[CH:8][C:5]=1[C:6]#[N:7])([O-])=O.[N:16]1([CH2:22][CH2:23][OH:24])[CH2:21][CH2:20][O:19][CH2:18][CH2:17]1.[OH-].[K+]. (2) Given the product [Cl:30][C:19]1[N:15]([S:12]([C:23]2[CH:5]=[CH:4][CH:3]=[CH:2][C:22]=2[Cl:28])(=[O:13])=[O:14])[N:16]=[C:17]([CH3:20])[CH:18]=1, predict the reactants needed to synthesize it. The reactants are: [Li][CH2:2][CH2:3][CH2:4][CH3:5].C1([S:12]([N:15]2[CH:19]=[CH:18][C:17]([CH3:20])=[N:16]2)(=[O:14])=[O:13])C=CC=CC=1.Cl[C:22]([Cl:28])(Cl)[C:23](Cl)(Cl)Cl.[NH4+].[Cl-:30]. (3) Given the product [Cl:6][C:7]1[CH:15]=[CH:14][C:10]([C:11]2[N:13]=[C:19]([OH:18])[C:20]([CH3:26])=[C:21]([OH:22])[N:12]=2)=[CH:9][CH:8]=1, predict the reactants needed to synthesize it. The reactants are: [O-]CC.[Na+].Cl.[Cl:6][C:7]1[CH:15]=[CH:14][C:10]([C:11]([NH2:13])=[NH:12])=[CH:9][CH:8]=1.C([O:18][C:19](=O)[CH:20]([CH3:26])[C:21](OCC)=[O:22])C.Cl. (4) The reactants are: C(OC([N:8]1[CH2:12][CH2:11][C@@H:10]([C:13]([OH:15])=O)[CH2:9]1)=O)(C)(C)C.[CH:16]([N:19](CC)C(C)C)([CH3:18])[CH3:17].ON1C2C=CC=CC=2N=N1.Cl.CN(C)CCCN=C=NCC.CC(N)C. Given the product [CH:16]([NH:19][C:13]([C@@H:10]1[CH2:11][CH2:12][NH:8][CH2:9]1)=[O:15])([CH3:18])[CH3:17], predict the reactants needed to synthesize it. (5) Given the product [NH2:1][CH2:4][CH2:5][O:6][CH2:7][CH2:8][O:9][CH2:10][CH2:11][O:12][CH2:13][CH2:14][O:15][CH2:16][CH2:17][O:18][CH2:19][CH2:20][O:21][CH2:22][CH2:23][C:24]([O:26][C:27]([CH3:30])([CH3:29])[CH3:28])=[O:25], predict the reactants needed to synthesize it. The reactants are: [N:1]([CH2:4][CH2:5][O:6][CH2:7][CH2:8][O:9][CH2:10][CH2:11][O:12][CH2:13][CH2:14][O:15][CH2:16][CH2:17][O:18][CH2:19][CH2:20][O:21][CH2:22][CH2:23][C:24]([O:26][C:27]([CH3:30])([CH3:29])[CH3:28])=[O:25])=[N+]=[N-]. (6) Given the product [O:1]=[C:2]1[C:11]2[CH2:10][CH2:9][CH2:8][CH2:7][C:6]=2[C:5]([CH2:12][CH:13]2[CH2:18][NH:17][CH2:16][CH2:15][N:14]2[C:29]([O:31][C:32]([CH3:35])([CH3:34])[CH3:33])=[O:30])=[N:4][NH:3]1, predict the reactants needed to synthesize it. The reactants are: [O:1]=[C:2]1[C:11]2[CH2:10][CH2:9][CH2:8][CH2:7][C:6]=2[C:5]([CH2:12][CH:13]2[CH2:18][N:17](C(OCC3C=CC=CC=3)=O)[CH2:16][CH2:15][N:14]2[C:29]([O:31][C:32]([CH3:35])([CH3:34])[CH3:33])=[O:30])=[N:4][NH:3]1. (7) Given the product [C:3]([O:7][C:8]([NH:10][C:11]1[N:16]=[C:15]([CH:17]=[CH:18][CH:24]2[CH2:25][CH2:26][N:27]([C:30]([O:32][C:33]([CH3:36])([CH3:35])[CH3:34])=[O:31])[CH2:28][CH2:29]2)[CH:14]=[CH:13][CH:12]=1)=[O:9])([CH3:5])([CH3:6])[CH3:4], predict the reactants needed to synthesize it. The reactants are: [H-].[Na+].[C:3]([O:7][C:8]([NH:10][C:11]1[N:16]=[C:15]([CH2:17][CH:18]([CH:24]2[CH2:29][CH2:28][N:27]([C:30]([O:32][C:33]([CH3:36])([CH3:35])[CH3:34])=[O:31])[CH2:26][CH2:25]2)OS(C)(=O)=O)[CH:14]=[CH:13][CH:12]=1)=[O:9])([CH3:6])([CH3:5])[CH3:4].O. (8) Given the product [Cl:23][C:17]1[CH:18]=[CH:19][CH:20]=[C:21]([Cl:22])[C:16]=1[C:8]1[CH:9]=[C:10]([F:15])[CH:11]=[C:12]2[C:7]=1[O:6][C@@H:5]([CH2:4][NH2:1])[CH2:14][CH2:13]2, predict the reactants needed to synthesize it. The reactants are: [N:1]([CH2:4][C@H:5]1[CH2:14][CH2:13][C:12]2[C:7](=[C:8]([C:16]3[C:21]([Cl:22])=[CH:20][CH:19]=[CH:18][C:17]=3[Cl:23])[CH:9]=[C:10]([F:15])[CH:11]=2)[O:6]1)=[N+]=[N-].C1(P(C2C=CC=CC=2)C2C=CC=CC=2)C=CC=CC=1. (9) Given the product [C:35]1([C:7]2([C:1]3[CH:6]=[CH:5][CH:4]=[CH:3][CH:2]=3)[CH2:15][C:14]3[NH:13][N:12]=[C:11]([NH:26][C:27](=[O:34])[C:28]4[CH:29]=[CH:30][CH:31]=[CH:32][CH:33]=4)[C:10]=3[CH:9]=[CH:8]2)[CH:40]=[CH:39][CH:38]=[CH:37][CH:36]=1, predict the reactants needed to synthesize it. The reactants are: [C:1]1([C:7]2([C:35]3[CH:40]=[CH:39][CH:38]=[CH:37][CH:36]=3)[CH2:15][C:14]3[N:13](S(C4C=CC(C)=CC=4)(=O)=O)[N:12]=[C:11]([NH:26][C:27](=[O:34])[C:28]4[CH:33]=[CH:32][CH:31]=[CH:30][CH:29]=4)[C:10]=3[CH:9]=[CH:8]2)[CH:6]=[CH:5][CH:4]=[CH:3][CH:2]=1.[OH-].[Na+]. (10) Given the product [C:1]([NH:4][C:5]1[S:6][CH:7]=[C:8]([CH2:10][CH2:11][C:12]([NH:16][NH:15][C:17](=[O:24])[CH2:18][C:19]([O:21][CH2:22][CH3:23])=[O:20])=[O:14])[N:9]=1)(=[O:3])[CH3:2], predict the reactants needed to synthesize it. The reactants are: [C:1]([NH:4][C:5]1[S:6][CH:7]=[C:8]([CH2:10][CH2:11][C:12]([OH:14])=O)[N:9]=1)(=[O:3])[CH3:2].[NH:15]([C:17](=[O:24])[CH2:18][C:19]([O:21][CH2:22][CH3:23])=[O:20])[NH2:16].C1C=CC2N(O)N=NC=2C=1.CCN=C=NCCCN(C)C.Cl.